Dataset: Full USPTO retrosynthesis dataset with 1.9M reactions from patents (1976-2016). Task: Predict the reactants needed to synthesize the given product. (1) The reactants are: [Br:1][C:2]1[CH:3]=[C:4]([CH:12]=[CH:13][C:14]=1I)[C:5]([NH:7][S:8]([CH3:11])(=[O:10])=[O:9])=[O:6].[Cl:16][C:17]1[C:18]([F:32])=[N:19][CH:20]=[C:21](B2OC(C)(C)C(C)(C)O2)[CH:22]=1.C([O-])([O-])=O.[Na+].[Na+]. Given the product [Br:1][C:2]1[CH:3]=[C:4]([CH:12]=[CH:13][C:14]=1[C:21]1[CH:20]=[N:19][C:18]([F:32])=[C:17]([Cl:16])[CH:22]=1)[C:5]([NH:7][S:8]([CH3:11])(=[O:10])=[O:9])=[O:6], predict the reactants needed to synthesize it. (2) Given the product [CH2:1]([O:3][C:4]1[C:13]2[C:8](=[CH:9][CH:10]=[CH:11][CH:12]=2)[C:7]([O:14][CH2:15][C:16]2[CH:17]=[CH:18][CH:19]=[CH:20][CH:21]=2)=[C:6]([C:22]([OH:24])=[O:23])[C:5]=1[C:27]([OH:29])=[O:28])[CH3:2], predict the reactants needed to synthesize it. The reactants are: [CH2:1]([O:3][C:4]1[C:13]2[C:8](=[CH:9][CH:10]=[CH:11][CH:12]=2)[C:7]([O:14][CH2:15][C:16]2[CH:21]=[CH:20][CH:19]=[CH:18][CH:17]=2)=[C:6]([C:22]([O:24]CC)=[O:23])[C:5]=1[C:27]([O:29]CC)=[O:28])[CH3:2].[OH-].[Na+]. (3) Given the product [Cl:37][C:34]1[CH:35]=[CH:36][C:29]([N:27]2[CH2:26][CH2:25][C:21]3[N:22]=[CH:23][N:24]=[C:19]([NH:18][C@@H:10]([C:11]4[CH:16]=[N:15][C:14]([CH3:17])=[N:13][CH:12]=4)[CH2:9][OH:8])[C:20]=3[CH2:28]2)=[C:30]([CH:33]=1)[C:31]#[N:32], predict the reactants needed to synthesize it. The reactants are: [Si]([O:8][CH2:9][C@@H:10]([NH:18][C:19]1[C:20]2[CH2:28][N:27]([C:29]3[CH:36]=[CH:35][C:34]([Cl:37])=[CH:33][C:30]=3[C:31]#[N:32])[CH2:26][CH2:25][C:21]=2[N:22]=[CH:23][N:24]=1)[C:11]1[CH:12]=[N:13][C:14]([CH3:17])=[N:15][CH:16]=1)(C(C)(C)C)(C)C.CCCC[N+](CCCC)(CCCC)CCCC.[F-].O.CCOC(C)=O. (4) Given the product [F:23][C:24]1[C:29]([O:12][CH2:11][CH2:10][CH2:9][C:8]2[C:4]([CH2:1][CH2:2][CH3:3])=[N:5][N:6]([C:13]3[CH:18]=[CH:17][C:16]([C:19]([F:21])([F:20])[F:22])=[CH:15][N:14]=3)[CH:7]=2)=[CH:28][CH:27]=[CH:26][C:25]=1[CH2:31][C:32]([OH:34])=[O:33], predict the reactants needed to synthesize it. The reactants are: [CH2:1]([C:4]1[C:8]([CH2:9][CH2:10][CH2:11][OH:12])=[CH:7][N:6]([C:13]2[CH:18]=[CH:17][C:16]([C:19]([F:22])([F:21])[F:20])=[CH:15][N:14]=2)[N:5]=1)[CH2:2][CH3:3].[F:23][C:24]1[C:29](O)=[CH:28][CH:27]=[CH:26][C:25]=1[CH2:31][C:32]([O:34]CC)=[O:33].C(P(CCCC)CCCC)CCC.N(C(N1CCCCC1)=O)=NC(N1CCCCC1)=O. (5) Given the product [F:10][C:7]([F:8])([F:9])[CH:6]([CH2:11][N:12]1[CH2:17][CH2:16][CH2:15][CH:14]([C:18]2[CH:23]=[CH:22][CH:21]=[C:20]([C:24]([F:25])([F:26])[F:27])[CH:19]=2)[CH2:13]1)[CH2:5][C:4]([OH:28])=[O:3], predict the reactants needed to synthesize it. The reactants are: C([O:3][C:4](=[O:28])[CH2:5][CH:6]([CH2:11][N:12]1[CH2:17][CH2:16][CH2:15][CH:14]([C:18]2[CH:23]=[CH:22][CH:21]=[C:20]([C:24]([F:27])([F:26])[F:25])[CH:19]=2)[CH2:13]1)[C:7]([F:10])([F:9])[F:8])C.[OH-].[Na+]. (6) Given the product [Cl:1][C:2]1[CH:8]=[CH:7][CH:6]=[CH:5][C:3]=1[NH:4][C:23]([C:17]1[S:16][C:15]2[C:14]3[CH:26]=[C:10]([Br:9])[CH:11]=[CH:12][C:13]=3[O:22][CH2:21][CH2:20][C:19]=2[CH:18]=1)=[O:24], predict the reactants needed to synthesize it. The reactants are: [Cl:1][C:2]1[CH:8]=[CH:7][CH:6]=[CH:5][C:3]=1[NH2:4].[Br:9][C:10]1[CH:11]=[CH:12][C:13]2[O:22][CH2:21][CH2:20][C:19]3[CH:18]=[C:17]([C:23](Cl)=[O:24])[S:16][C:15]=3[C:14]=2[CH:26]=1.C(Cl)(=O)C(Cl)=O. (7) The reactants are: [C:1]([O:5][C:6]([NH:8][C@H:9]([C:12]([O:14][CH3:15])=[O:13])[CH2:10][OH:11])=[O:7])([CH3:4])([CH3:3])[CH3:2].C1(C)C=CC(S(O)(=O)=O)=CC=1.[O:27]1[CH:32]=[CH:31][CH2:30][CH2:29][CH2:28]1. Given the product [C:1]([O:5][C:6]([NH:8][C@H:9]([C:12]([O:14][CH3:15])=[O:13])[CH2:10][O:11][CH:28]1[CH2:29][CH2:30][CH2:31][CH2:32][O:27]1)=[O:7])([CH3:4])([CH3:3])[CH3:2], predict the reactants needed to synthesize it. (8) The reactants are: [Br:1][C:2]1[CH:10]=[C:9]2[C:5]([CH:6]=[C:7]([C:11]3[CH:16]=[CH:15][CH:14]=[CH:13][C:12]=3[Cl:17])[NH:8]2)=[CH:4][CH:3]=1.Br[CH2:19][C:20]1[N:25]=[C:24]([NH:26][C:27](=[O:32])[C:28]([CH3:31])([CH3:30])[CH3:29])[CH:23]=[CH:22][CH:21]=1. Given the product [Br:1][C:2]1[CH:10]=[C:9]2[C:5]([CH:6]=[C:7]([C:11]3[CH:16]=[CH:15][CH:14]=[CH:13][C:12]=3[Cl:17])[N:8]2[CH2:19][C:20]2[N:25]=[C:24]([NH:26][C:27](=[O:32])[C:28]([CH3:30])([CH3:29])[CH3:31])[CH:23]=[CH:22][CH:21]=2)=[CH:4][CH:3]=1, predict the reactants needed to synthesize it.